The task is: Regression. Given two drug SMILES strings and cell line genomic features, predict the synergy score measuring deviation from expected non-interaction effect.. This data is from NCI-60 drug combinations with 297,098 pairs across 59 cell lines. (1) Drug 2: CNC(=O)C1=NC=CC(=C1)OC2=CC=C(C=C2)NC(=O)NC3=CC(=C(C=C3)Cl)C(F)(F)F. Synergy scores: CSS=55.9, Synergy_ZIP=-6.64, Synergy_Bliss=-2.00, Synergy_Loewe=-10.4, Synergy_HSA=0.277. Drug 1: CC1OCC2C(O1)C(C(C(O2)OC3C4COC(=O)C4C(C5=CC6=C(C=C35)OCO6)C7=CC(=C(C(=C7)OC)O)OC)O)O. Cell line: HCT-15. (2) Drug 1: CC1=CC=C(C=C1)C2=CC(=NN2C3=CC=C(C=C3)S(=O)(=O)N)C(F)(F)F. Drug 2: CC1CCC2CC(C(=CC=CC=CC(CC(C(=O)C(C(C(=CC(C(=O)CC(OC(=O)C3CCCCN3C(=O)C(=O)C1(O2)O)C(C)CC4CCC(C(C4)OC)OCCO)C)C)O)OC)C)C)C)OC. Cell line: M14. Synergy scores: CSS=-0.435, Synergy_ZIP=-0.136, Synergy_Bliss=-2.55, Synergy_Loewe=-6.39, Synergy_HSA=-3.78.